This data is from Reaction yield outcomes from USPTO patents with 853,638 reactions. The task is: Predict the reaction yield, written as a fraction of the theoretical maximum amount of product (1.0 means a 100% yield; for example, 0.34 means a 34% yield). (1) The reactants are [CH3:1][C:2](O)([CH3:14])[CH:3]=[C:4]1[CH2:9][C:8]([CH3:11])([CH3:10])[CH2:7][C:6]([CH3:13])([CH3:12])[CH2:5]1.[Si]([N:20]=[N+:21]=[N-:22])(C)(C)C. The catalyst is C1C=CC=CC=1. The product is [N:20]([C:2]([CH3:14])([CH3:1])[CH:3]=[C:4]1[CH2:9][C:8]([CH3:11])([CH3:10])[CH2:7][C:6]([CH3:13])([CH3:12])[CH2:5]1)=[N+:21]=[N-:22]. The yield is 0.640. (2) The reactants are [CH3:1][O:2][C:3]1[N:8]=[CH:7][C:6]([CH:9]=O)=[CH:5][CH:4]=1.[CH3:11][O:12][C:13]([CH:15]=P(C1C=CC=CC=1)(C1C=CC=CC=1)C1C=CC=CC=1)=[O:14].O. The catalyst is C(Cl)Cl. The product is [CH3:11][O:12][C:13](=[O:14])[CH:15]=[CH:9][C:6]1[CH:7]=[N:8][C:3]([O:2][CH3:1])=[CH:4][CH:5]=1. The yield is 0.738. (3) The reactants are [Br:1][C:2]1[C:11]2[C:6](=[CH:7][CH:8]=[CH:9][C:10]=2[C:12]([F:15])([F:14])[F:13])[N:5]=[C:4]([CH2:16]O)[CH:3]=1.[Br:18]N1C(=O)CCC1=O.N(C(C)(C)C#N)=NC(C)(C)C#N. The catalyst is C(Cl)(Cl)(Cl)Cl. The product is [Br:1][C:2]1[C:11]2[C:6](=[CH:7][CH:8]=[CH:9][C:10]=2[C:12]([F:15])([F:14])[F:13])[N:5]=[C:4]([CH2:16][Br:18])[CH:3]=1. The yield is 0.340. (4) The reactants are [F:1][C:2]([F:35])([F:34])[S:3]([O:6][C:7]1[CH:12]=[CH:11][C:10]([C:13]2[N:17]([C:18]3[CH:23]=[CH:22][C:21]([S:24]([CH3:27])(=[O:26])=[O:25])=[C:20]([F:28])[CH:19]=3)[N:16]=[C:15]([C:29]([F:32])([F:31])[F:30])[CH:14]=2)=[CH:9][C:8]=1[CH3:33])(=[O:5])=[O:4].[Cl:36]N1C(=O)CCC1=O.O. The catalyst is CN(C=O)C. The product is [F:35][C:2]([F:1])([F:34])[S:3]([O:6][C:7]1[CH:12]=[CH:11][C:10]([C:13]2[N:17]([C:18]3[CH:23]=[CH:22][C:21]([S:24]([CH3:27])(=[O:25])=[O:26])=[C:20]([F:28])[CH:19]=3)[N:16]=[C:15]([C:29]([F:30])([F:31])[F:32])[C:14]=2[Cl:36])=[CH:9][C:8]=1[CH3:33])(=[O:5])=[O:4]. The yield is 0.597. (5) The reactants are [NH2:1][C:2]1[N:7]([CH3:8])[C:6](=[O:9])[CH:5]=[C:4]([CH2:10][CH2:11][C:12]2[CH:13]=[C:14]([C:18]3[CH:23]=[CH:22][CH:21]=[C:20]([OH:24])[CH:19]=3)[CH:15]=[CH:16][CH:17]=2)[N:3]=1.C([O-])([O-])=O.[K+].[K+].[C:31]([O:34][CH2:35][CH2:36]Br)(=[O:33])[CH3:32]. The catalyst is CN(C=O)C. The product is [C:31]([O:34][CH2:35][CH2:36][O:24][C:20]1[CH:19]=[C:18]([C:14]2[CH:15]=[CH:16][CH:17]=[C:12]([CH2:11][CH2:10][C:4]3[N:3]=[C:2]([NH2:1])[N:7]([CH3:8])[C:6](=[O:9])[CH:5]=3)[CH:13]=2)[CH:23]=[CH:22][CH:21]=1)(=[O:33])[CH3:32]. The yield is 0.240.